Dataset: NCI-60 drug combinations with 297,098 pairs across 59 cell lines. Task: Regression. Given two drug SMILES strings and cell line genomic features, predict the synergy score measuring deviation from expected non-interaction effect. Drug 1: CC1=C(C(CCC1)(C)C)C=CC(=CC=CC(=CC(=O)O)C)C. Drug 2: CC1C(C(CC(O1)OC2CC(CC3=C2C(=C4C(=C3O)C(=O)C5=CC=CC=C5C4=O)O)(C(=O)C)O)N)O. Cell line: SK-MEL-5. Synergy scores: CSS=53.6, Synergy_ZIP=-4.12, Synergy_Bliss=-3.08, Synergy_Loewe=-5.53, Synergy_HSA=-0.685.